The task is: Predict the reactants needed to synthesize the given product.. This data is from Full USPTO retrosynthesis dataset with 1.9M reactions from patents (1976-2016). (1) Given the product [P:12]([O:14][C:15]1[CH:20]=[CH:19][CH:18]=[CH:17][C:16]=1[Cl:21])([O:22][C:23]1[CH:28]=[CH:27][CH:26]=[CH:25][C:24]=1[Cl:29])([O:5][CH2:1][CH2:2][CH2:3][CH3:4])=[O:13], predict the reactants needed to synthesize it. The reactants are: [CH2:1]([OH:5])[CH2:2][CH2:3][CH3:4].N1C=CC=CC=1.[P:12](Cl)([O:22][C:23]1[CH:28]=[CH:27][CH:26]=[CH:25][C:24]=1[Cl:29])([O:14][C:15]1[CH:20]=[CH:19][CH:18]=[CH:17][C:16]=1[Cl:21])=[O:13]. (2) Given the product [Cl:33][C:30]1[CH:29]=[CH:28][C:27]([S:24]([CH:23]([C:34]2[CH:39]=[C:38]([F:40])[CH:37]=[CH:36][C:35]=2[F:41])[CH2:22]/[CH:21]=[CH:20]\[CH2:19][OH:18])(=[O:26])=[O:25])=[CH:32][CH:31]=1, predict the reactants needed to synthesize it. The reactants are: [Si]([O:18][CH2:19]/[CH:20]=[CH:21]\[CH2:22][CH:23]([C:34]1[CH:39]=[C:38]([F:40])[CH:37]=[CH:36][C:35]=1[F:41])[S:24]([C:27]1[CH:32]=[CH:31][C:30]([Cl:33])=[CH:29][CH:28]=1)(=[O:26])=[O:25])(C(C)(C)C)(C1C=CC=CC=1)C1C=CC=CC=1.[F-].C([N+](CCCC)(CCCC)CCCC)CCC.O. (3) Given the product [F:1][C:2]1[CH:3]=[CH:4][C:5]([C:8]2[N:9]=[C:10]([CH3:32])[N:11]([CH:19]3[CH2:24][CH2:23][NH:22][CH2:21][CH2:20]3)[C:12]=2[C:13]2[CH:18]=[CH:17][N:16]=[CH:15][N:14]=2)=[CH:6][CH:7]=1, predict the reactants needed to synthesize it. The reactants are: [F:1][C:2]1[CH:7]=[CH:6][C:5]([C:8]2[N:9]=[C:10]([CH3:32])[N:11]([CH:19]3[CH2:24][CH2:23][N:22](C(OC(C)(C)C)=O)[CH2:21][CH2:20]3)[C:12]=2[C:13]2[CH:18]=[CH:17][N:16]=[CH:15][N:14]=2)=[CH:4][CH:3]=1.CNC1N=C(C2N(C3CCNCC3)C=NC=2C2C=CC=CC=2)C=CN=1. (4) The reactants are: [C:1]([C:4]1[CH:5]=[C:6]([NH:10][C:11]([NH:13][NH:14][C:15]([C:17]2[CH:22]=[CH:21][CH:20]=[C:19]([O:23][C:24]3[CH:29]=[CH:28][CH:27]=[C:26]([O:30][CH3:31])[CH:25]=3)[CH:18]=2)=O)=[S:12])[CH:7]=[CH:8][CH:9]=1)(=[O:3])[CH3:2].O.C1(C)C=CC(S(O)(=O)=O)=CC=1.OS(O)(=O)=O. Given the product [CH3:31][O:30][C:26]1[CH:25]=[C:24]([CH:29]=[CH:28][CH:27]=1)[O:23][C:19]1[CH:18]=[C:17]([C:15]2[S:12][C:11]([NH:10][C:6]3[CH:5]=[C:4]([C:1](=[O:3])[CH3:2])[CH:9]=[CH:8][CH:7]=3)=[N:13][N:14]=2)[CH:22]=[CH:21][CH:20]=1, predict the reactants needed to synthesize it. (5) Given the product [ClH:8].[NH2:1][C:2]1[N:3]=[N:4][C:5]([O:10][CH3:9])=[CH:6][CH:7]=1, predict the reactants needed to synthesize it. The reactants are: [NH2:1][C:2]1[N:3]=[N:4][C:5]([Cl:8])=[CH:6][CH:7]=1.[CH3:9][OH:10].C[O-].[Na+].Cl.N.